From a dataset of Full USPTO retrosynthesis dataset with 1.9M reactions from patents (1976-2016). Predict the reactants needed to synthesize the given product. (1) Given the product [CH2:1]([O:3][C:4]([C:6]1[S:10][C:9]([C:35]2[CH:34]=[N:33][C:32]([Cl:31])=[CH:37][CH:36]=2)=[N:8][C:7]=1[CH2:12][N:13]([CH2:20][C:21]1[CH:26]=[CH:25][C:24]([O:27][CH3:28])=[CH:23][C:22]=1[O:29][CH3:30])[CH2:14][C:15]([O:17][CH2:18][CH3:19])=[O:16])=[O:5])[CH3:2], predict the reactants needed to synthesize it. The reactants are: [CH2:1]([O:3][C:4]([C:6]1[S:10][C:9](Br)=[N:8][C:7]=1[CH2:12][N:13]([CH2:20][C:21]1[CH:26]=[CH:25][C:24]([O:27][CH3:28])=[CH:23][C:22]=1[O:29][CH3:30])[CH2:14][C:15]([O:17][CH2:18][CH3:19])=[O:16])=[O:5])[CH3:2].[Cl:31][C:32]1[CH:37]=[CH:36][C:35](B(O)O)=[CH:34][N:33]=1. (2) The reactants are: [Cl:1][C:2]1[CH:3]=[C:4]([NH:17][C:18]2[C:19]3[N:26]([CH2:27][C:28]4[CH:37]=[CH:36][C:31]([C:32]([O:34]C)=[O:33])=[CH:30][CH:29]=4)[N:25]=[CH:24][C:20]=3[N:21]=[CH:22][N:23]=2)[CH:5]=[CH:6][C:7]=1[O:8][CH2:9][C:10]1[CH:15]=[CH:14][CH:13]=[C:12]([F:16])[CH:11]=1.O1CCCC1.CO.[OH-].[Na+].Cl. Given the product [Cl:1][C:2]1[CH:3]=[C:4]([NH:17][C:18]2[C:19]3[N:26]([CH2:27][C:28]4[CH:29]=[CH:30][C:31]([C:32]([OH:34])=[O:33])=[CH:36][CH:37]=4)[N:25]=[CH:24][C:20]=3[N:21]=[CH:22][N:23]=2)[CH:5]=[CH:6][C:7]=1[O:8][CH2:9][C:10]1[CH:15]=[CH:14][CH:13]=[C:12]([F:16])[CH:11]=1, predict the reactants needed to synthesize it. (3) The reactants are: [N+:1]([C:4]1[CH:12]=[CH:11][CH:10]=[C:9]2[C:5]=1[CH2:6][N:7]([CH:14]1[CH2:19][CH2:18][C:17](=[O:20])[NH:16][C:15]1=[O:21])[C:8]2=[O:13])([O-])=O. Given the product [CH:11]1[CH:10]=[C:9]2[C:8](=[O:13])[N:7]([CH:14]3[C:15](=[O:21])[NH:16][C:17](=[O:20])[CH2:18][CH2:19]3)[CH2:6][C:5]2=[C:4]([NH2:1])[CH:12]=1, predict the reactants needed to synthesize it. (4) Given the product [C:8]([OH:10])(=[O:9])[CH2:7][CH2:6][CH2:5][CH2:4][CH2:3][CH2:2][C:1]([NH:13][C:14]1[CH:19]=[CH:18][CH:17]=[CH:16][CH:15]=1)=[O:12], predict the reactants needed to synthesize it. The reactants are: [C:1]([OH:12])(=O)[CH2:2][CH2:3][CH2:4][CH2:5][CH2:6][CH2:7][C:8]([OH:10])=[O:9].[NH2:13][C:14]1[CH:19]=[CH:18][CH:17]=[CH:16][CH:15]=1. (5) Given the product [Cl:42][C:36]1[CH:37]=[CH:38][CH:39]=[C:40]([Cl:41])[C:35]=1[C:34]([NH:33][C@H:32]([C:44]([OH:46])=[O:45])[CH2:31][C:28]1[N:29]=[CH:30][C:25]([C:22]2[CH2:23][CH2:24][N:19]([CH2:15][C:14]3[CH:17]=[CH:18][C:11]([F:10])=[CH:12][CH:13]=3)[CH2:20][CH:21]=2)=[CH:26][CH:27]=1)=[O:43], predict the reactants needed to synthesize it. The reactants are: CCN(C(C)C)C(C)C.[F:10][C:11]1[CH:18]=[CH:17][C:14]([CH2:15]Br)=[CH:13][CH:12]=1.[NH:19]1[CH2:24][CH:23]=[C:22]([C:25]2[CH:26]=[CH:27][C:28]([CH2:31][C@@H:32]([C:44]([O:46]C)=[O:45])[NH:33][C:34](=[O:43])[C:35]3[C:40]([Cl:41])=[CH:39][CH:38]=[CH:37][C:36]=3[Cl:42])=[N:29][CH:30]=2)[CH2:21][CH2:20]1.[Li+].[OH-]. (6) Given the product [CH3:1][O:2][C:3]1[CH:12]=[C:11]2[C:6]([C:7]([CH3:17])=[CH:8][C:9](=[O:16])[N:10]2[CH2:13][CH2:14][N:21]2[CH2:20][CH2:19][N:18]([C:24]([O:26][C:27]([CH3:30])([CH3:29])[CH3:28])=[O:25])[CH2:23][CH2:22]2)=[CH:5][CH:4]=1, predict the reactants needed to synthesize it. The reactants are: [CH3:1][O:2][C:3]1[CH:12]=[C:11]2[C:6]([C:7]([CH3:17])=[CH:8][C:9](=[O:16])[N:10]2[CH2:13][CH:14]=O)=[CH:5][CH:4]=1.[N:18]1([C:24]([O:26][C:27]([CH3:30])([CH3:29])[CH3:28])=[O:25])[CH2:23][CH2:22][NH:21][CH2:20][CH2:19]1.C(O[BH-](OC(=O)C)OC(=O)C)(=O)C.[Na+].C(=O)([O-])O.[Na+].